The task is: Regression. Given a peptide amino acid sequence and an MHC pseudo amino acid sequence, predict their binding affinity value. This is MHC class II binding data.. This data is from Peptide-MHC class II binding affinity with 134,281 pairs from IEDB. The peptide sequence is TTRQYANASIGLFGA. The MHC is DRB1_0101 with pseudo-sequence DRB1_0101. The binding affinity (normalized) is 0.133.